This data is from Full USPTO retrosynthesis dataset with 1.9M reactions from patents (1976-2016). The task is: Predict the reactants needed to synthesize the given product. (1) Given the product [CH2:27]([O:29][C:30](=[O:53])[CH2:31][N:32]1[C:40]2[C:35](=[C:36]([Cl:41])[CH:37]=[CH:38][CH:39]=2)[C:34]([C:42]2[C:43]([OH:51])=[CH:44][C:45]3[O:49][CH2:48][CH2:47][C:46]=3[CH:50]=2)([CH2:5][OH:16])[C:33]1=[O:52])[CH3:28], predict the reactants needed to synthesize it. The reactants are: BrC1C=CC=C2C=1C(C1C(O)=CC3OCOC=3C=1)[C:5](=[O:16])N2CCCCC.[CH2:27]([O:29][C:30](=[O:53])[CH2:31][N:32]1[C:40]2[C:35](=[C:36]([Cl:41])[CH:37]=[CH:38][CH:39]=2)[CH:34]([C:42]2[C:43]([OH:51])=[CH:44][C:45]3[O:49][CH2:48][CH2:47][C:46]=3[CH:50]=2)[C:33]1=[O:52])[CH3:28]. (2) Given the product [N:2]1([C:6]([C:8]2[N:9]=[CH:10][C:11]([O:14][C:15]3[CH:16]=[C:17]([CH:28]=[C:29]([O:31][C@@H:32]([CH3:42])[CH2:33][OH:34])[CH:30]=3)[C:18]([NH:20][C:21]3[CH:26]=[N:25][C:24]([CH3:27])=[CH:23][N:22]=3)=[O:19])=[N:12][CH:13]=2)=[O:7])[CH2:5][CH2:4][CH2:3]1, predict the reactants needed to synthesize it. The reactants are: Cl.[N:2]1([C:6]([C:8]2[N:9]=[CH:10][C:11]([O:14][C:15]3[CH:16]=[C:17]([CH:28]=[C:29]([O:31][C@@H:32]([CH3:42])[CH2:33][O:34][Si](C(C)(C)C)(C)C)[CH:30]=3)[C:18]([NH:20][C:21]3[CH:26]=[N:25][C:24]([CH3:27])=[CH:23][N:22]=3)=[O:19])=[N:12][CH:13]=2)=[O:7])[CH2:5][CH2:4][CH2:3]1. (3) Given the product [Cl:20][C:18]1[CH:19]=[C:14]([CH:4]([CH2:5][C:6]2[CH:11]=[CH:10][CH:9]=[C:8]([O:12][CH3:13])[CH:7]=2)[C:3]([OH:22])=[O:2])[CH:15]=[C:16]([Cl:21])[CH:17]=1, predict the reactants needed to synthesize it. The reactants are: C[O:2][C:3](=[O:22])[CH:4]([C:14]1[CH:19]=[C:18]([Cl:20])[CH:17]=[C:16]([Cl:21])[CH:15]=1)[CH2:5][C:6]1[CH:11]=[CH:10][CH:9]=[C:8]([O:12][CH3:13])[CH:7]=1.[Li+].[OH-].O.Cl.